This data is from Forward reaction prediction with 1.9M reactions from USPTO patents (1976-2016). The task is: Predict the product of the given reaction. (1) Given the reactants [CH3:1][O:2][C:3]1[CH:4]=[C:5]([NH:9][C:10](=[O:12])[CH3:11])[CH:6]=[CH:7][CH:8]=1.[C:13](Cl)(=[O:15])[CH3:14].[Cl-].[Al+3].[Cl-].[Cl-], predict the reaction product. The product is: [C:13]([C:8]1[CH:7]=[CH:6][C:5]([NH:9][C:10](=[O:12])[CH3:11])=[CH:4][C:3]=1[O:2][CH3:1])(=[O:15])[CH3:14]. (2) Given the reactants C(O)(C(F)(F)F)=O.[C:8]([C:11]1([C:14]2[CH:47]=[CH:46][CH:45]=[CH:44][C:15]=2[CH2:16][CH2:17][C:18]2[C:23]([Cl:24])=[CH:22][N:21]=[C:20]([NH:25][C:26]3[CH:27]=[N:28][N:29]([CH:31]4[CH2:36][CH2:35][N:34](C(OC(C)(C)C)=O)[CH2:33][CH2:32]4)[CH:30]=3)[N:19]=2)[CH2:13][CH2:12]1)(=[O:10])[NH2:9], predict the reaction product. The product is: [Cl:24][C:23]1[C:18]([CH2:17][CH2:16][C:15]2[CH:44]=[CH:45][CH:46]=[CH:47][C:14]=2[C:11]2([C:8]([NH2:9])=[O:10])[CH2:13][CH2:12]2)=[N:19][C:20]([NH:25][C:26]2[CH:27]=[N:28][N:29]([CH:31]3[CH2:36][CH2:35][NH:34][CH2:33][CH2:32]3)[CH:30]=2)=[N:21][CH:22]=1.